Dataset: Catalyst prediction with 721,799 reactions and 888 catalyst types from USPTO. Task: Predict which catalyst facilitates the given reaction. (1) Reactant: [CH3:1][O:2][C:3]1[CH:4]=[C:5]([NH:15][C:16]2[C:17]3[N:33]=[CH:32][S:31][C:18]=3[N:19]=[C:20]([C:22]3[CH:30]=[CH:29][C:25]([C:26](O)=[O:27])=[CH:24][CH:23]=3)[N:21]=2)[CH:6]=[C:7]([N:9]2[CH2:13][CH2:12][CH2:11][C@@H:10]2[CH3:14])[CH:8]=1.CC[N:36]=C=NCCCN(C)C.C1C=CC2N(O)N=NC=2C=1.CCN(CC)CC. Product: [CH3:1][O:2][C:3]1[CH:4]=[C:5]([NH:15][C:16]2[C:17]3[N:33]=[CH:32][S:31][C:18]=3[N:19]=[C:20]([C:22]3[CH:30]=[CH:29][C:25]([C:26]([NH2:36])=[O:27])=[CH:24][CH:23]=3)[N:21]=2)[CH:6]=[C:7]([N:9]2[CH2:13][CH2:12][CH2:11][C@@H:10]2[CH3:14])[CH:8]=1. The catalyst class is: 2. (2) Reactant: [C:1]([S:5]([C:8]1[CH:9]=[C:10]2[C:15](=[CH:16][C:17]=1[OH:18])[N:14]=[CH:13][CH:12]=[C:11]2[Cl:19])(=[O:7])=[O:6])([CH3:4])([CH3:3])[CH3:2].C([O-])([O-])=O.[K+].[K+].Cl[CH2:27][C:28](=[O:30])[CH3:29]. Product: [C:1]([S:5]([C:8]1[CH:9]=[C:10]2[C:15](=[CH:16][C:17]=1[O:18][CH2:27][C:28](=[O:30])[CH3:29])[N:14]=[CH:13][CH:12]=[C:11]2[Cl:19])(=[O:6])=[O:7])([CH3:4])([CH3:2])[CH3:3]. The catalyst class is: 3. (3) Reactant: [Si]([O:18][C:19]1[CH:56]=[CH:55][C:22]([O:23][CH2:24][C@@H:25]([OH:54])[CH2:26][NH:27][CH2:28][CH2:29][C:30]2[CH:53]=[CH:52][C:33]([NH:34][CH:35]3[CH2:40][CH2:39][N:38]([C:41]([NH:43][CH2:44][CH2:45][CH2:46][C:47]4[S:48][CH:49]=[CH:50][CH:51]=4)=[O:42])[CH2:37][CH2:36]3)=[CH:32][CH:31]=2)=[CH:21][CH:20]=1)(C(C)(C)C)(C1C=CC=CC=1)C1C=CC=CC=1. Product: [S:48]1[CH:49]=[CH:50][CH:51]=[C:47]1[CH2:46][CH2:45][CH2:44][NH:43][C:41]([N:38]1[CH2:39][CH2:40][CH:35]([NH:34][C:33]2[CH:52]=[CH:53][C:30]([CH2:29][CH2:28][NH:27][CH2:26][C@H:25]([OH:54])[CH2:24][O:23][C:22]3[CH:55]=[CH:56][C:19]([OH:18])=[CH:20][CH:21]=3)=[CH:31][CH:32]=2)[CH2:36][CH2:37]1)=[O:42]. The catalyst class is: 147. (4) Reactant: [Br:1][C:2]1[C:3](Cl)=[C:4]2[CH:10]=[CH:9][N:8]([CH2:11][O:12][CH2:13][CH2:14][Si:15]([CH3:18])([CH3:17])[CH3:16])[C:5]2=[N:6][CH:7]=1.[CH:20]1([NH2:26])[CH2:25][CH2:24][CH2:23][CH2:22][CH2:21]1.[Cl-].[Na+]. Product: [Br:1][C:2]1[CH:7]=[N:6][C:5]2[N:8]([CH2:11][O:12][CH2:13][CH2:14][Si:15]([CH3:18])([CH3:17])[CH3:16])[CH:9]=[CH:10][C:4]=2[C:3]=1[NH:26][CH:20]1[CH2:25][CH2:24][CH2:23][CH2:22][CH2:21]1. The catalyst class is: 196. (5) Reactant: [H-].[Na+].[CH2:3]([C:5]1[C:10](=[O:11])[NH:9][CH:8]=[N:7][C:6]=1[O:12][CH2:13][C:14]1[CH:21]=[CH:20][CH:19]=[CH:18][C:15]=1[C:16]#[N:17])[CH3:4].C(N1C(=O)C(CC)=C(OCC2C=CC=CC=2CNC(NC2N(C3C=CC(C)=CC=3)N=C(C(C)(C)C)C=2)=O)N=C1)C1C=CC=CC=1.[CH3:67][O:68][C:69]1[CH:76]=[CH:75][C:72]([CH2:73]Cl)=[CH:71][CH:70]=1. Product: [CH2:3]([C:5]1[C:10](=[O:11])[N:9]([CH2:73][C:72]2[CH:75]=[CH:76][C:69]([O:68][CH3:67])=[CH:70][CH:71]=2)[CH:8]=[N:7][C:6]=1[O:12][CH2:13][C:14]1[CH:21]=[CH:20][CH:19]=[CH:18][C:15]=1[C:16]#[N:17])[CH3:4]. The catalyst class is: 9. (6) Reactant: [OH-].[K+].Br[CH2:4][C:5]([NH:7][CH2:8][C:9]1([OH:24])[C:15]2[CH:16]=[CH:17][CH:18]=[CH:19][C:14]=2[S:13][C:12]2[CH:20]=[CH:21][CH:22]=[CH:23][C:11]=2[CH2:10]1)=[O:6]. Product: [O:24]1[CH2:4][C:5](=[O:6])[NH:7][CH2:8][C:9]21[C:15]1[CH:16]=[CH:17][CH:18]=[CH:19][C:14]=1[S:13][C:12]1[CH:20]=[CH:21][CH:22]=[CH:23][C:11]=1[CH2:10]2. The catalyst class is: 127.